From a dataset of Full USPTO retrosynthesis dataset with 1.9M reactions from patents (1976-2016). Predict the reactants needed to synthesize the given product. Given the product [N+:5]([C:8]1[CH:9]=[CH:10][C:11]([C:12](=[O:13])[CH2:1][CH3:2])=[CH:15][CH:16]=1)([O-:7])=[O:6], predict the reactants needed to synthesize it. The reactants are: [CH2:1]([Mg]Cl)[CH3:2].[N+:5]([C:8]1[CH:16]=[CH:15][C:11]([C:12](Cl)=[O:13])=[CH:10][CH:9]=1)([O-:7])=[O:6].